This data is from Catalyst prediction with 721,799 reactions and 888 catalyst types from USPTO. The task is: Predict which catalyst facilitates the given reaction. (1) Reactant: [NH2:1][C:2]1[N:10]=[CH:9][C:8]([Cl:11])=[CH:7][C:3]=1[C:4]([NH2:6])=[O:5].Br[CH2:13][C:14]1[CH:15]=[C:16]([CH:19]=[CH:20][C:21]=1[Cl:22])[C:17]#[N:18]. Product: [ClH:11].[Cl:11][C:8]1[CH:7]=[C:3]([C:4]([NH2:6])=[O:5])[C:2](=[NH:1])[N:10]([CH2:13][C:14]2[CH:15]=[C:16]([C:17]#[N:18])[CH:19]=[CH:20][C:21]=2[Cl:22])[CH:9]=1. The catalyst class is: 9. (2) Reactant: [Br:1][C:2]1[CH:7]=[CH:6][CH:5]=[C:4]([C:8]([CH3:11])([CH3:10])[CH3:9])[CH:3]=1.Cl[S:13]([OH:16])(=[O:15])=[O:14].CO. Product: [Br:1][C:2]1[CH:3]=[C:4]([C:8]([CH3:11])([CH3:10])[CH3:9])[CH:5]=[CH:6][C:7]=1[S:13]([OH:16])(=[O:15])=[O:14]. The catalyst class is: 4. (3) The catalyst class is: 62. Reactant: [Cl:1][C:2]1[N:7]=[C:6]([NH2:8])[C:5]([CH3:9])=[CH:4][N:3]=1.Br[C:11]1[CH:16]=[C:15]([O:17][CH3:18])[C:14]([Cl:19])=[CH:13][C:12]=1[Cl:20].C([O-])([O-])=O.[Cs+].[Cs+].C1(P(C2C=CC=CC=2)C2C3OC4C(=CC=CC=4P(C4C=CC=CC=4)C4C=CC=CC=4)C(C)(C)C=3C=CC=2)C=CC=CC=1. Product: [Cl:1][C:2]1[N:7]=[C:6]([NH:8][C:11]2[CH:16]=[C:15]([O:17][CH3:18])[C:14]([Cl:19])=[CH:13][C:12]=2[Cl:20])[C:5]([CH3:9])=[CH:4][N:3]=1. (4) Reactant: C([O:8][C:9]1[CH:14]=[CH:13][C:12]([C:15]2[O:16][CH:17]=[C:18]([CH2:20][N:21]3[CH2:26][CH2:25][CH2:24][CH2:23][CH2:22]3)[N:19]=2)=[CH:11][C:10]=1[F:27])C1C=CC=CC=1. Product: [F:27][C:10]1[CH:11]=[C:12]([C:15]2[O:16][CH:17]=[C:18]([CH2:20][N:21]3[CH2:22][CH2:23][CH2:24][CH2:25][CH2:26]3)[N:19]=2)[CH:13]=[CH:14][C:9]=1[OH:8]. The catalyst class is: 8. (5) Product: [Cl:1][CH2:2][CH2:3][C:4]1[CH:9]=[CH:8][C:7]([N:10]2[C:11]3=[N:12][C:13]([CH3:19])=[CH:14][C:15]([CH3:18])=[C:16]3[N:17]=[C:27]2[CH2:26][CH2:25][C:21]2[S:20][CH:24]=[CH:23][N:22]=2)=[CH:6][CH:5]=1. Reactant: [Cl:1][CH2:2][CH2:3][C:4]1[CH:9]=[CH:8][C:7]([NH:10][C:11]2[C:16]([NH2:17])=[C:15]([CH3:18])[CH:14]=[C:13]([CH3:19])[N:12]=2)=[CH:6][CH:5]=1.[S:20]1[CH:24]=[CH:23][N:22]=[C:21]1[CH2:25][CH2:26][C:27](O)=O.Cl.C(N=C=NCCCN(C)C)C. The catalyst class is: 4.